This data is from NCI-60 drug combinations with 297,098 pairs across 59 cell lines. The task is: Regression. Given two drug SMILES strings and cell line genomic features, predict the synergy score measuring deviation from expected non-interaction effect. Drug 1: CC1=C2C(C(=O)C3(C(CC4C(C3C(C(C2(C)C)(CC1OC(=O)C(C(C5=CC=CC=C5)NC(=O)C6=CC=CC=C6)O)O)OC(=O)C7=CC=CC=C7)(CO4)OC(=O)C)O)C)OC(=O)C. Drug 2: CC1C(C(CC(O1)OC2CC(OC(C2O)C)OC3=CC4=CC5=C(C(=O)C(C(C5)C(C(=O)C(C(C)O)O)OC)OC6CC(C(C(O6)C)O)OC7CC(C(C(O7)C)O)OC8CC(C(C(O8)C)O)(C)O)C(=C4C(=C3C)O)O)O)O. Cell line: HCT-15. Synergy scores: CSS=21.8, Synergy_ZIP=-8.59, Synergy_Bliss=-11.3, Synergy_Loewe=-10.6, Synergy_HSA=-12.1.